From a dataset of Forward reaction prediction with 1.9M reactions from USPTO patents (1976-2016). Predict the product of the given reaction. (1) The product is: [OH:4][C:3]1[C:2]([CH3:1])=[C:8]([OH:9])[CH:7]=[C:6]([CH3:10])[C:5]=1[C:11](=[O:14])[CH2:12][CH3:13]. Given the reactants [CH3:1][C:2]1[C:8]([OH:9])=[CH:7][C:6]([CH3:10])=[CH:5][C:3]=1[OH:4].[C:11](O[C:11](=[O:14])[CH2:12][CH3:13])(=[O:14])[CH2:12][CH3:13].O, predict the reaction product. (2) Given the reactants F[C:2]1[N:7]=[CH:6][C:5]([C:8]2[CH:9]=[C:10]([CH:14]([CH3:31])[C:15]([NH:17][C:18]3[CH:23]=[CH:22][C:21]([C:24]4[CH:29]=[CH:28][N:27]=[C:26]([CH3:30])[CH:25]=4)=[CH:20][CH:19]=3)=[O:16])[CH:11]=[CH:12][CH:13]=2)=[CH:4][CH:3]=1.[CH3:32][NH:33][CH3:34].CO, predict the reaction product. The product is: [CH3:32][N:33]([CH3:34])[C:2]1[N:7]=[CH:6][C:5]([C:8]2[CH:9]=[C:10]([CH:14]([CH3:31])[C:15]([NH:17][C:18]3[CH:23]=[CH:22][C:21]([C:24]4[CH:29]=[CH:28][N:27]=[C:26]([CH3:30])[CH:25]=4)=[CH:20][CH:19]=3)=[O:16])[CH:11]=[CH:12][CH:13]=2)=[CH:4][CH:3]=1.